From a dataset of Full USPTO retrosynthesis dataset with 1.9M reactions from patents (1976-2016). Predict the reactants needed to synthesize the given product. (1) Given the product [CH:13]([N:1]1[CH2:6][CH2:5][CH:4]([CH2:7][C:8]([OH:10])=[O:9])[CH2:3][CH2:2]1)([CH3:15])[CH3:12], predict the reactants needed to synthesize it. The reactants are: [NH:1]1[CH2:6][CH2:5][CH:4]([CH2:7][C:8]([O:10]C)=[O:9])[CH2:3][CH2:2]1.[CH3:12][C:13]([CH3:15])=O.C(O)(=O)C.C(O[BH-](OC(=O)C)OC(=O)C)(=O)C.[Na+]. (2) Given the product [CH2:11]([O:10][C:8]1[CH:7]=[CH:6][C:3]([CH:4]=[O:5])=[C:2]([OH:1])[CH:9]=1)[CH2:12][CH2:13][CH2:14][CH2:15][CH3:16], predict the reactants needed to synthesize it. The reactants are: [OH:1][C:2]1[CH:9]=[C:8]([OH:10])[CH:7]=[CH:6][C:3]=1[CH:4]=[O:5].[CH2:11](Br)[CH2:12][CH2:13][CH2:14][CH2:15][CH3:16].C(=O)([O-])[O-].[Li+].[Li+]. (3) Given the product [CH2:1]([O:3][C:4]([C:5]1[CH:6]=[C:7]2[C:8](=[CH:9][CH:10]=1)[NH:11][C:12]([CH2:13][CH3:14])=[CH:15][C:16]2=[O:18])=[O:20])[CH3:2], predict the reactants needed to synthesize it. The reactants are: [CH2:1]([O:3][C:4](=[O:20])[C:5]1[CH:10]=[CH:9][C:8]([N:11]=[C:12]([CH2:15][C:16]([O:18]C)=O)[CH2:13][CH3:14])=[CH:7][CH:6]=1)[CH3:2].C1(OC2C=CC=CC=2)C=CC=CC=1. (4) Given the product [Cl:28][C:29]1[CH2:8][CH2:9][C:10]2([CH2:11][CH2:12][N:13]([C:16]([O:18][CH2:19][C:20]3[CH:25]=[CH:24][CH:23]=[CH:22][CH:21]=3)=[O:17])[CH2:14][CH2:15]2)[CH2:26][C:27]=1[CH:7]=[O:6], predict the reactants needed to synthesize it. The reactants are: P(Cl)(Cl)(Cl)=O.[O:6]=[C:7]1[CH2:27][CH2:26][C:10]2([CH2:15][CH2:14][N:13]([C:16]([O:18][CH2:19][C:20]3[CH:25]=[CH:24][CH:23]=[CH:22][CH:21]=3)=[O:17])[CH2:12][CH2:11]2)[CH2:9][CH2:8]1.[Cl:28][CH2:29]Cl. (5) Given the product [F:15][C:13]1[CH:12]=[CH:11][C:8]2[S:9][CH:10]=[C:6]([CH2:5][C:1]#[N:2])[C:7]=2[CH:14]=1, predict the reactants needed to synthesize it. The reactants are: [C-:1]#[N:2].[Na+].Br[CH2:5][C:6]1[C:7]2[CH:14]=[C:13]([F:15])[CH:12]=[CH:11][C:8]=2[S:9][CH:10]=1.C(OC(=O)C)C. (6) Given the product [CH2:1]([N:8]1[C:16]2[C:11](=[CH:12][C:13]([NH:17][C:18]3[C:23](/[CH:24]=[CH:25]/[C:48]4[CH:43]=[N:42][CH:38]=[CH:39][CH:47]=4)=[CH:22][N:21]=[CH:20][N:19]=3)=[CH:14][CH:15]=2)[CH:10]=[N:9]1)[C:2]1[CH:3]=[CH:4][CH:5]=[CH:6][CH:7]=1, predict the reactants needed to synthesize it. The reactants are: [CH2:1]([N:8]1[C:16]2[C:11](=[CH:12][C:13]([NH:17][C:18]3[C:23]([CH:24]=[CH2:25])=[CH:22][N:21]=[CH:20][N:19]=3)=[CH:14][CH:15]=2)[CH:10]=[N:9]1)[C:2]1[CH:7]=[CH:6][CH:5]=[CH:4][CH:3]=1.C(N1C2C(=C[C:38]([NH:42][C:43]3[C:48](I)=[CH:47]N=CN=3)=[CH:39]C=2)C=N1)C1C=CC=CC=1.